Dataset: Forward reaction prediction with 1.9M reactions from USPTO patents (1976-2016). Task: Predict the product of the given reaction. (1) Given the reactants [CH2:1]([C:3]1[C:11]2[C:6](=[CH:7][CH:8]=[CH:9][C:10]=2[NH:12][C:13]([C:15]2[N:19]3[CH:20]=[CH:21][CH:22]=[CH:23][C:18]3=[N:17][CH:16]=2)=[O:14])[N:5]([CH2:24][C:25]2[CH:30]=[CH:29][CH:28]=[C:27]([OH:31])[N:26]=2)[N:4]=1)[CH3:2].CS(O[CH2:37][CH:38]1[CH2:42][O:41][C:40]([CH3:44])([CH3:43])[O:39]1)(=O)=O.C([O-])([O-])=O.[Cs+].[Cs+], predict the reaction product. The product is: [CH3:43][C:40]1([CH3:44])[O:39][CH:38]([CH2:37][O:31][C:27]2[N:26]=[C:25]([CH2:24][N:5]3[C:6]4[C:11](=[C:10]([NH:12][C:13]([C:15]5[N:19]6[CH:20]=[CH:21][CH:22]=[CH:23][C:18]6=[N:17][CH:16]=5)=[O:14])[CH:9]=[CH:8][CH:7]=4)[C:3]([CH2:1][CH3:2])=[N:4]3)[CH:30]=[CH:29][CH:28]=2)[CH2:42][O:41]1. (2) Given the reactants [Br:1][C:2]1[CH:3]=[C:4]([CH2:8][CH2:9][CH2:10][C:11]([NH:13][NH2:14])=[O:12])[CH:5]=[CH:6][CH:7]=1.[CH2:15]([N:17]=[C:18]=[O:19])[CH3:16], predict the reaction product. The product is: [Br:1][C:2]1[CH:3]=[C:4]([CH2:8][CH2:9][CH2:10][C:11]([NH:13][NH:14][C:18]([NH:17][CH2:15][CH3:16])=[O:19])=[O:12])[CH:5]=[CH:6][CH:7]=1. (3) Given the reactants [F:1][C:2]1[C:3]([C:9]2[N:13]([CH:14]([CH3:16])[CH3:15])[C:12]([CH3:17])=[N:11][CH:10]=2)=[N:4][C:5]([NH2:8])=[N:6][CH:7]=1.[Cl:18][C:19]1[CH:33]=[C:32](Cl)[CH:31]=[CH:30][C:20]=1[C:21]([N:23]1[CH2:28][CH2:27][N:26]([CH3:29])[CH2:25][CH2:24]1)=[O:22].C([O-])([O-])=O.[Cs+].[Cs+].CC(C1C=C(C(C)C)C(C2C=CC=CC=2P(C2CCCCC2)C2CCCCC2)=C(C(C)C)C=1)C, predict the reaction product. The product is: [ClH:18].[Cl:18][C:19]1[CH:33]=[C:32]([NH:8][C:5]2[N:4]=[C:3]([C:9]3[N:13]([CH:14]([CH3:15])[CH3:16])[C:12]([CH3:17])=[N:11][CH:10]=3)[C:2]([F:1])=[CH:7][N:6]=2)[CH:31]=[CH:30][C:20]=1[C:21]([N:23]1[CH2:24][CH2:25][N:26]([CH3:29])[CH2:27][CH2:28]1)=[O:22]. (4) Given the reactants [CH2:1]([NH:3][C:4]1[CH:9]=[CH:8][N:7]=[CH:6][C:5]=1[NH2:10])[CH3:2].C[Al](C)C.CO[C:17](=O)[CH2:18][N:19]1[CH:23]=[CH:22][N:21]=[C:20]1[C:24]1[N:29]=[CH:28][CH:27]=[CH:26][N:25]=1, predict the reaction product. The product is: [CH2:1]([N:3]1[C:4]2[CH:9]=[CH:8][N:7]=[CH:6][C:5]=2[N:10]=[C:17]1[CH2:18][N:19]1[CH:23]=[CH:22][N:21]=[C:20]1[C:24]1[N:29]=[CH:28][CH:27]=[CH:26][N:25]=1)[CH3:2]. (5) Given the reactants [NH:1]([C:13]([O:15][C:16]([CH3:19])([CH3:18])[CH3:17])=[O:14])[C@H:2]([C:10](O)=[O:11])[CH2:3][C:4]1[CH:9]=[CH:8][CH:7]=[CH:6][CH:5]=1.C[N:21]1CCOCC1.ClC(OCC)=O.[OH-].[NH4+], predict the reaction product. The product is: [C:16]([O:15][C:13]([NH:1][C@H:2]([C:10]([NH2:21])=[O:11])[CH2:3][C:4]1[CH:9]=[CH:8][CH:7]=[CH:6][CH:5]=1)=[O:14])([CH3:19])([CH3:18])[CH3:17]. (6) Given the reactants [N:1]1[C:6]([CH3:7])=[CH:5][CH:4]=[CH:3][C:2]=1[CH3:8].C[Si](C)(C)N[Si](C)(C)C.[Na].[Br:19][C:20]1[CH:21]=[C:22]([CH:28]=[CH:29][CH:30]=1)[C:23](OCC)=[O:24].[Cl-].[NH4+], predict the reaction product. The product is: [Br:19][C:20]1[CH:21]=[C:22]([C:23](=[O:24])[CH2:8][C:2]2[CH:3]=[CH:4][CH:5]=[C:6]([CH3:7])[N:1]=2)[CH:28]=[CH:29][CH:30]=1.